Predict which catalyst facilitates the given reaction. From a dataset of Catalyst prediction with 721,799 reactions and 888 catalyst types from USPTO. (1) Reactant: [CH3:1][C:2]1[CH:18]=[C:17]([O:19][Si:20]([CH:27]([CH3:29])[CH3:28])([CH:24]([CH3:26])[CH3:25])[CH:21]([CH3:23])[CH3:22])[CH:16]=[C:15]([CH3:30])[C:3]=1[CH2:4][C:5]1[CH:10]=[CH:9][C:8]([O:11][CH2:12][O:13][CH3:14])=[CH:7][CH:6]=1.CN(CCN(C)C)C.[Li]CCCC.CN([CH:47]=[O:48])C. Product: [CH3:30][C:15]1[CH:16]=[C:17]([O:19][Si:20]([CH:27]([CH3:29])[CH3:28])([CH:21]([CH3:23])[CH3:22])[CH:24]([CH3:26])[CH3:25])[CH:18]=[C:2]([CH3:1])[C:3]=1[CH2:4][C:5]1[CH:10]=[CH:9][C:8]([O:11][CH2:12][O:13][CH3:14])=[C:7]([CH:6]=1)[CH:47]=[O:48]. The catalyst class is: 28. (2) Reactant: [NH2:1][C:2](=[O:35])[CH2:3][O:4][C:5]1[CH:6]=[C:7]2[C:12](=[CH:13][CH:14]=1)[C:11](=[O:15])[N:10]([CH2:16][CH:17]([CH3:19])[CH3:18])[C:9]([CH2:20][NH:21]C(=O)OC(C)(C)C)=[C:8]2[C:29]1[CH:34]=[CH:33][CH:32]=[CH:31][CH:30]=1.Cl. Product: [NH2:21][CH2:20][C:9]1[N:10]([CH2:16][CH:17]([CH3:19])[CH3:18])[C:11](=[O:15])[C:12]2[C:7]([C:8]=1[C:29]1[CH:34]=[CH:33][CH:32]=[CH:31][CH:30]=1)=[CH:6][C:5]([O:4][CH2:3][C:2]([NH2:1])=[O:35])=[CH:14][CH:13]=2. The catalyst class is: 13. (3) Reactant: [O:1]1[CH:5]=[CH:4][C:3](/[CH:6]=[CH:7]/[C:8]([OH:10])=[O:9])=[CH:2]1.[H][H]. Product: [O:1]1[CH2:5][CH2:4][CH:3]([CH2:6][CH2:7][C:8]([OH:10])=[O:9])[CH2:2]1. The catalyst class is: 153. (4) Reactant: O[C:2]1[C:10]([N:11]([CH2:13][CH2:14][OH:15])[CH3:12])=[C:9]2[C:5]([CH:6]=[N:7][N:8]2[CH2:16][C@@H:17]([NH:19][C:20](=[O:29])[O:21][CH2:22][C:23]2[CH:28]=[CH:27][CH:26]=[CH:25][CH:24]=2)[CH3:18])=[CH:4][CH:3]=1.C1(P(C2C=CC=CC=2)C2C=CC=CC=2)C=CC=CC=1.N(C(OCC)=O)=NC(OCC)=O.[Cl-].[NH4+]. Product: [CH3:12][N:11]1[C:10]2[C:2](=[CH:3][CH:4]=[C:5]3[C:9]=2[N:8]([CH2:16][C@@H:17]([NH:19][C:20](=[O:29])[O:21][CH2:22][C:23]2[CH:28]=[CH:27][CH:26]=[CH:25][CH:24]=2)[CH3:18])[N:7]=[CH:6]3)[O:15][CH2:14][CH2:13]1. The catalyst class is: 7. (5) Reactant: Cl.[C:2]1([NH:8]N)[CH:7]=[CH:6][CH:5]=[CH:4][CH:3]=1.Cl.[CH3:11][N:12]1[CH2:17][CH2:16][C:15](=O)[CH2:14][CH2:13]1. Product: [CH3:11][N:12]1[CH2:17][CH2:16][C:15]2[NH:8][C:2]3[CH:7]=[CH:6][CH:5]=[CH:4][C:3]=3[C:14]=2[CH2:13]1. The catalyst class is: 14. (6) Reactant: [CH3:1][NH:2][C:3]1[CH:8]=[CH:7][C:6]([C:9]#[C:10][Si](C)(C)C)=[CH:5][N:4]=1.C([O-])([O-])=O.[K+].[K+]. Product: [C:9]([C:6]1[CH:7]=[CH:8][C:3]([NH:2][CH3:1])=[N:4][CH:5]=1)#[CH:10]. The catalyst class is: 5.